Dataset: Full USPTO retrosynthesis dataset with 1.9M reactions from patents (1976-2016). Task: Predict the reactants needed to synthesize the given product. (1) Given the product [CH3:28][Si:29]([CH3:36])([CH:20]=[CH:21][CH2:22][CH2:23][CH2:24][CH2:25][CH2:26][CH3:27])[C:30]1[CH:35]=[CH:34][CH:33]=[CH:32][N:31]=1, predict the reactants needed to synthesize it. The reactants are: C1(P(C2C=CC=CC=2)C2C=CC=CC=2)C=CC=CC=1.[CH:20]#[C:21][CH2:22][CH2:23][CH2:24][CH2:25][CH2:26][CH3:27].[CH3:28][SiH:29]([CH3:36])[C:30]1[CH:35]=[CH:34][CH:33]=[CH:32][N:31]=1.Cl. (2) Given the product [CH3:20][S:21]([O:1][CH2:2][CH2:3][CH:4]1[O:9][CH2:8][CH2:7][N:6]([C:10]([O:12][CH2:13][C:14]2[CH:19]=[CH:18][CH:17]=[CH:16][CH:15]=2)=[O:11])[CH2:5]1)(=[O:23])=[O:22], predict the reactants needed to synthesize it. The reactants are: [OH:1][CH2:2][CH2:3][CH:4]1[O:9][CH2:8][CH2:7][N:6]([C:10]([O:12][CH2:13][C:14]2[CH:19]=[CH:18][CH:17]=[CH:16][CH:15]=2)=[O:11])[CH2:5]1.[CH3:20][S:21](Cl)(=[O:23])=[O:22]. (3) Given the product [Br:17][CH2:2][C:3]1[CH:15]=[CH:14][C:6]([O:7][CH2:8][C:9]([O:11][CH2:12][CH3:13])=[O:10])=[C:5]([CH3:16])[CH:4]=1, predict the reactants needed to synthesize it. The reactants are: O[CH2:2][C:3]1[CH:15]=[CH:14][C:6]([O:7][CH2:8][C:9]([O:11][CH2:12][CH3:13])=[O:10])=[C:5]([CH3:16])[CH:4]=1.[Br:17]C(Br)(Br)Br.C1(P(C2C=CC=CC=2)C2C=CC=CC=2)C=CC=CC=1.